This data is from Full USPTO retrosynthesis dataset with 1.9M reactions from patents (1976-2016). The task is: Predict the reactants needed to synthesize the given product. Given the product [CH:35]([N:30]1[C:29]([N:6]2[CH2:7][C@H:8]([S:10]([C:13]3[CH:18]=[CH:17][C:16]([O:19][CH2:20][C:21]([F:22])([F:23])[F:24])=[CH:15][C:14]=3[C:25]([F:28])([F:27])[F:26])(=[O:12])=[O:11])[CH2:9][C@H:5]2[C:3]([OH:4])=[O:2])=[CH:33][C:32]([CH3:34])=[N:31]1)([CH3:37])[CH3:36], predict the reactants needed to synthesize it. The reactants are: C[O:2][C:3]([C@@H:5]1[CH2:9][C@@H:8]([S:10]([C:13]2[CH:18]=[CH:17][C:16]([O:19][CH2:20][C:21]([F:24])([F:23])[F:22])=[CH:15][C:14]=2[C:25]([F:28])([F:27])[F:26])(=[O:12])=[O:11])[CH2:7][N:6]1[C:29]1[N:30]([CH:35]([CH3:37])[CH3:36])[N:31]=[C:32]([CH3:34])[CH:33]=1)=[O:4].COC([C@H]1C[C@@H](S(C2C=CC(OCC(F)(F)F)=CC=2C(F)(F)F)(=O)=O)CN1C1N(C(C)C)N=C(C)C=1)=O.[OH-].[Li+].